From a dataset of Forward reaction prediction with 1.9M reactions from USPTO patents (1976-2016). Predict the product of the given reaction. (1) Given the reactants Cl[C:2]1[N:3]=[C:4]([N:23]2[CH2:28][CH2:27][O:26][CH2:25][CH2:24]2)[C:5]2[S:10][C:9]([CH2:11][N:12]3[CH2:17][CH2:16][N:15]([C:18](=[O:22])[C@@H:19]([OH:21])[CH3:20])[CH2:14][CH2:13]3)=[CH:8][C:6]=2[N:7]=1.CC1(C)C(C)(C)OB([C:37]2[CH:38]=[CH:39][C:40]([NH2:43])=[N:41][CH:42]=2)O1, predict the reaction product. The product is: [NH2:43][C:40]1[N:41]=[CH:42][C:37]([C:2]2[N:3]=[C:4]([N:23]3[CH2:28][CH2:27][O:26][CH2:25][CH2:24]3)[C:5]3[S:10][C:9]([CH2:11][N:12]4[CH2:17][CH2:16][N:15]([C:18](=[O:22])[C@@H:19]([OH:21])[CH3:20])[CH2:14][CH2:13]4)=[CH:8][C:6]=3[N:7]=2)=[CH:38][CH:39]=1. (2) The product is: [CH3:21][O:13][C:11]([C:8]1[CH:7]=[CH:6][C:5]([C:1]([CH3:4])([CH3:2])[CH3:3])=[CH:10][CH:9]=1)([O:15][CH3:14])[CH3:12]. Given the reactants [C:1]([C:5]1[CH:10]=[CH:9][C:8]([C:11](=[O:13])[CH3:12])=[CH:7][CH:6]=1)([CH3:4])([CH3:3])[CH3:2].[CH:14](OC)(OC)[O:15]C.[CH3:21]O, predict the reaction product. (3) Given the reactants [O:1]([C:15]1[CH:20]=[CH:19][C:18]([C@@H:21]2[C@@H:24]([CH2:25][CH2:26][C@@H:27]([C:29]3[CH:34]=[CH:33][C:32]([F:35])=[CH:31][CH:30]=3)[OH:28])[C:23](=[O:36])[N:22]2[C:37]2[CH:42]=[CH:41][C:40]([C:43]#[C:44][Si](C)(C)C)=[CH:39][CH:38]=2)=[CH:17][CH:16]=1)[C@@H:2]1[O:10][C@H:9]([C:11]([O:13]C)=[O:12])[C@@H:7]([OH:8])[C@H:5]([OH:6])[C@H:3]1[OH:4], predict the reaction product. The product is: [O:1]([C:15]1[CH:16]=[CH:17][C:18]([C@@H:21]2[C@@H:24]([CH2:25][CH2:26][C@@H:27]([C:29]3[CH:34]=[CH:33][C:32]([F:35])=[CH:31][CH:30]=3)[OH:28])[C:23](=[O:36])[N:22]2[C:37]2[CH:38]=[CH:39][C:40]([C:43]#[CH:44])=[CH:41][CH:42]=2)=[CH:19][CH:20]=1)[C@@H:2]1[O:10][C@H:9]([C:11]([OH:13])=[O:12])[C@@H:7]([OH:8])[C@H:5]([OH:6])[C@H:3]1[OH:4]. (4) Given the reactants [C:1]([C:4]1[CH:44]=[CH:43][C:7]([O:8][C@H:9]2[CH2:14][CH2:13][C@H:12]([N:15]3[C:20](=[O:21])[C:19]([CH2:22][C:23]4[CH:28]=[CH:27][C:26]([C:29]5[C:30]([C:35]#[N:36])=[CH:31][CH:32]=[CH:33][CH:34]=5)=[CH:25][CH:24]=4)=[C:18]([CH2:37][CH2:38][CH3:39])[N:17]4[N:40]=[CH:41][N:42]=[C:16]34)[CH2:11][CH2:10]2)=[CH:6][CH:5]=1)(=[O:3])[CH3:2].[CH3:45][Mg]Br.Cl, predict the reaction product. The product is: [OH:3][C:1]([C:4]1[CH:5]=[CH:6][C:7]([O:8][C@H:9]2[CH2:14][CH2:13][C@H:12]([N:15]3[C:20](=[O:21])[C:19]([CH2:22][C:23]4[CH:28]=[CH:27][C:26]([C:29]5[C:30]([C:35]#[N:36])=[CH:31][CH:32]=[CH:33][CH:34]=5)=[CH:25][CH:24]=4)=[C:18]([CH2:37][CH2:38][CH3:39])[N:17]4[N:40]=[CH:41][N:42]=[C:16]34)[CH2:11][CH2:10]2)=[CH:43][CH:44]=1)([CH3:45])[CH3:2]. (5) Given the reactants C([O:3][C:4](=[O:17])/[CH:5]=[CH:6]/[C:7]1[CH:8]=[N:9][C:10]([C:13]([F:16])([F:15])[F:14])=[CH:11][CH:12]=1)C.[OH-].[Na+].Cl, predict the reaction product. The product is: [F:15][C:13]([F:14])([F:16])[C:10]1[N:9]=[CH:8][C:7](/[CH:6]=[CH:5]/[C:4]([OH:17])=[O:3])=[CH:12][CH:11]=1.